From a dataset of Reaction yield outcomes from USPTO patents with 853,638 reactions. Predict the reaction yield, written as a fraction of the theoretical maximum amount of product (1.0 means a 100% yield; for example, 0.34 means a 34% yield). (1) The reactants are [OH-].[Na+].C[O:4][C:5]([C:7]1([NH:13][C:14]([C:16]2[CH:21]=[CH:20][C:19]([CH2:22][N:23]3[CH2:28][CH2:27][O:26][CH2:25][CH2:24]3)=[CH:18][CH:17]=2)=O)[CH2:12][CH2:11][CH2:10][CH2:9][CH2:8]1)=[O:6].Cl.C(N(CC)CC)C.Cl.C(N=C=NCCCN(C)C)C. The catalyst is O1CCCC1.C(Cl)Cl. The product is [N:23]1([CH2:22][C:19]2[CH:18]=[CH:17][C:16]([C:14]3[O:4][C:5](=[O:6])[C:7]4([CH2:8][CH2:9][CH2:10][CH2:11][CH2:12]4)[N:13]=3)=[CH:21][CH:20]=2)[CH2:28][CH2:27][O:26][CH2:25][CH2:24]1. The yield is 0.600. (2) The reactants are [F:1][C:2]1[CH:3]=[C:4]([S:12](Cl)(=[O:14])=[O:13])[CH:5]=[CH:6][C:7]=1[O:8][CH:9]([CH3:11])[CH3:10].[CH3:16][C:17]1[CH:21]=[C:20]([NH2:22])[N:19]([C:23]2[CH:32]=[CH:31][CH:30]=[C:29]3[C:24]=2[CH:25]=[CH:26][CH:27]=[N:28]3)[N:18]=1. The catalyst is CN(C1C=CN=CC=1)C.N1C=CC=CC=1. The product is [F:1][C:2]1[CH:3]=[C:4]([S:12]([NH:22][C:20]2[N:19]([C:23]3[CH:32]=[CH:31][CH:30]=[C:29]4[C:24]=3[CH:25]=[CH:26][CH:27]=[N:28]4)[N:18]=[C:17]([CH3:16])[CH:21]=2)(=[O:14])=[O:13])[CH:5]=[CH:6][C:7]=1[O:8][CH:9]([CH3:11])[CH3:10]. The yield is 0.310.